Predict the reactants needed to synthesize the given product. From a dataset of Full USPTO retrosynthesis dataset with 1.9M reactions from patents (1976-2016). Given the product [F:28][C:25]1[CH:26]=[CH:27][C:22]([C:15]2([CH2:14][O:13][CH2:12][C:4]3[CH:5]=[C:6]([C:8]([F:11])([F:10])[F:9])[CH:7]=[C:2]([CH3:29])[N:3]=3)[CH2:20][CH2:19][N:18]([CH3:21])[CH2:17][CH2:16]2)=[CH:23][CH:24]=1, predict the reactants needed to synthesize it. The reactants are: Cl[C:2]1[CH:7]=[C:6]([C:8]([F:11])([F:10])[F:9])[CH:5]=[C:4]([CH2:12][O:13][CH2:14][C:15]2([C:22]3[CH:27]=[CH:26][C:25]([F:28])=[CH:24][CH:23]=3)[CH2:20][CH2:19][N:18]([CH3:21])[CH2:17][CH2:16]2)[N:3]=1.[CH3:29]B1OB(C)OB(C)O1.[OH-].[K+].C(O)(C(F)(F)F)=O.